From a dataset of Forward reaction prediction with 1.9M reactions from USPTO patents (1976-2016). Predict the product of the given reaction. (1) Given the reactants [C:1]([O:5][C:6](=[O:22])[NH:7][C:8]1[CH:13]=[CH:12][C:11]([C:14]2[CH:19]=[CH:18][CH:17]=[CH:16][C:15]=2[F:20])=[CH:10][C:9]=1[NH2:21])([CH3:4])([CH3:3])[CH3:2].C([O:27][C:28](=O)[CH2:29][C:30]([C:32]1[CH:37]=[CH:36][N:35]=[C:34]([C:38]#[N:39])[CH:33]=1)=[O:31])(C)(C)C, predict the reaction product. The product is: [C:1]([O:5][C:6](=[O:22])[NH:7][C:8]1[CH:13]=[CH:12][C:11]([C:14]2[CH:19]=[CH:18][CH:17]=[CH:16][C:15]=2[F:20])=[CH:10][C:9]=1[NH:21][C:28](=[O:27])[CH2:29][C:30]([C:32]1[CH:37]=[CH:36][N:35]=[C:34]([C:38]#[N:39])[CH:33]=1)=[O:31])([CH3:4])([CH3:2])[CH3:3]. (2) Given the reactants [C:1]([Si:5]([CH3:22])([CH3:21])[O:6][CH2:7][CH2:8][O:9][C:10]1[CH:17]=[CH:16][C:15]([CH:18]2[CH2:20][CH2:19]2)=[CH:14][C:11]=1C=O)([CH3:4])([CH3:3])[CH3:2].ClC1C=[C:26](C=CC=1)[CH:27]=[O:28].[CH3:32][Si:33]([CH3:40])([CH3:39])N[Si](C)(C)C.C([Li])CCC.C[Si](Cl)(C)C.[CH2:51]([N:53](CC)CC)C.C(Cl)(=O)C, predict the reaction product. The product is: [C:1]([Si:5]([CH3:22])([CH3:21])[O:6][CH2:7][CH2:8][O:9][C:10]1[CH:17]=[CH:16][C:15]([CH:18]2[CH2:19][CH2:20]2)=[CH:14][C:11]=1[CH:51]=[N:53][C:27]([O:26][Si:33]([CH3:40])([CH3:39])[CH3:32])=[CH2:28])([CH3:2])([CH3:3])[CH3:4]. (3) Given the reactants [CH2:1]([N:8]1[CH:12]=[C:11]([CH2:13][CH2:14][CH2:15][CH2:16][CH2:17][C:18]([OH:20])=O)[N:10]=[N:9]1)[C:2]1[CH:7]=[CH:6][CH:5]=[CH:4][CH:3]=1.[NH2:21][CH:22]1[CH2:27][CH2:26][N:25]([C:28]([O:30][C:31]([CH3:34])([CH3:33])[CH3:32])=[O:29])[CH2:24][CH2:23]1.CN(C(ON1N=NC2C=CC=NC1=2)=[N+](C)C)C.F[P-](F)(F)(F)(F)F.C(N(CC)CC)C, predict the reaction product. The product is: [CH2:1]([N:8]1[CH:12]=[C:11]([CH2:13][CH2:14][CH2:15][CH2:16][CH2:17][C:18]([NH:21][CH:22]2[CH2:23][CH2:24][N:25]([C:28]([O:30][C:31]([CH3:34])([CH3:33])[CH3:32])=[O:29])[CH2:26][CH2:27]2)=[O:20])[N:10]=[N:9]1)[C:2]1[CH:3]=[CH:4][CH:5]=[CH:6][CH:7]=1. (4) The product is: [NH2:9][C:8]1[C:7]([O:12][CH3:13])=[N:6][C:5]([N:14]2[CH2:18][CH2:17][NH:16][C:15]2=[O:19])=[N:4][C:3]=1[O:2][CH3:1]. Given the reactants [CH3:1][O:2][C:3]1[C:8]([N+:9]([O-])=O)=[C:7]([O:12][CH3:13])[N:6]=[C:5]([N:14]2[CH2:18][CH2:17][NH:16][C:15]2=[O:19])[N:4]=1.C(OCCOC1N=C(OC)C(N)=C(OC)N=1)(C)(C)C, predict the reaction product. (5) Given the reactants [C:1](/[CH:3]=[CH:4]/[S:5]([C:8]1[CH:13]=[CH:12][C:11]([C:14]([CH3:19])([CH3:18])[C:15]([OH:17])=O)=[CH:10][CH:9]=1)(=[O:7])=[O:6])#[N:2].[O:20]1[CH2:25][CH2:24][CH:23]([NH2:26])[CH2:22][CH2:21]1.Cl.CN(C)CCCN=C=NCC.ON1C2C=CC=CC=2N=N1.C(=O)(O)[O-].[Na+], predict the reaction product. The product is: [C:1](/[CH:3]=[CH:4]/[S:5]([C:8]1[CH:9]=[CH:10][C:11]([C:14]([CH3:19])([CH3:18])[C:15]([NH:26][CH:23]2[CH2:24][CH2:25][O:20][CH2:21][CH2:22]2)=[O:17])=[CH:12][CH:13]=1)(=[O:6])=[O:7])#[N:2]. (6) Given the reactants [C:1]([N:8]1[CH:12]=[CH:11][N:10]=[CH:9]1)(N1C=CN=C1)=[O:2].[NH2:13][C:14]1[CH:15]=[C:16]([CH:20]=[CH:21][C:22]=1[NH2:23])C(O)=O.C1C[O:27][CH2:26]C1, predict the reaction product. The product is: [N:8]1([C:1]([C:16]2[CH:20]=[CH:21][C:22]3[NH:23][C:26](=[O:27])[NH:13][C:14]=3[CH:15]=2)=[O:2])[CH:12]=[CH:11][N:10]=[CH:9]1. (7) Given the reactants Br[C:2]1[N:3]=[C:4]2[C:10]([C:11](=[O:16])[C:12]([CH3:15])([CH3:14])[CH3:13])=[CH:9][N:8]([CH2:17][O:18][CH2:19][CH2:20][Si:21]([CH3:24])([CH3:23])[CH3:22])[C:5]2=[N:6][CH:7]=1.[CH3:25][O:26][CH2:27][O:28][C:29]1[CH:30]=[C:31]([N:44]2[CH2:48][CH2:47][CH2:46][CH2:45]2)[CH:32]=[C:33](B2OC(C)(C)C(C)(C)O2)[CH:34]=1.C([O-])([O-])=O.[K+].[K+].O1CCOCC1, predict the reaction product. The product is: [CH3:25][O:26][CH2:27][O:28][C:29]1[CH:34]=[C:33]([C:2]2[N:3]=[C:4]3[C:10]([C:11](=[O:16])[C:12]([CH3:15])([CH3:14])[CH3:13])=[CH:9][N:8]([CH2:17][O:18][CH2:19][CH2:20][Si:21]([CH3:24])([CH3:23])[CH3:22])[C:5]3=[N:6][CH:7]=2)[CH:32]=[C:31]([N:44]2[CH2:48][CH2:47][CH2:46][CH2:45]2)[CH:30]=1. (8) Given the reactants CS(O[C@@H:6]1[CH2:10][CH2:9][C@H:8]([NH:11][C:12]([O:14][C:15]([CH3:18])([CH3:17])[CH3:16])=[O:13])[CH2:7]1)(=O)=O.[N-:19]=[N+:20]=[N-:21].[Na+], predict the reaction product. The product is: [C:15]([O:14][C:12](=[O:13])[NH:11][C@H:8]1[CH2:9][CH2:10][C@H:6]([N:19]=[N+:20]=[N-:21])[CH2:7]1)([CH3:18])([CH3:17])[CH3:16]. (9) Given the reactants [Br-].[CH2:2]([P+](C1C=CC=CC=1)(C1C=CC=CC=1)C1C=CC=CC=1)[CH2:3][CH:4]([CH3:6])[CH3:5].[Li]CCCC.[C:31]([N:38]1[C@@H:43]([CH:44]=O)[CH2:42][CH2:41][CH2:40][C@@H:39]1[CH3:46])([O:33][C:34]([CH3:37])([CH3:36])[CH3:35])=[O:32].CCOC(C)=O.CCCCCC, predict the reaction product. The product is: [C:31]([N:38]1[C@@H:39]([CH3:46])[CH2:40][CH2:41][CH2:42][C@@H:43]1[CH:44]=[CH:2][CH2:3][CH:4]([CH3:6])[CH3:5])([O:33][C:34]([CH3:37])([CH3:36])[CH3:35])=[O:32]. (10) The product is: [Si:29]([O:8][C:5]1[CH:6]=[CH:7][C:2]([NH:1][C:19]2[CH:20]=[CH:21][N:22]=[C:17]([Cl:16])[N:18]=2)=[CH:3][CH:4]=1)([C:32]([CH3:35])([CH3:34])[CH3:33])([CH3:31])[CH3:30]. Given the reactants [NH2:1][C:2]1[CH:7]=[CH:6][C:5]([OH:8])=[CH:4][CH:3]=1.C(N(CC)CC)C.[Cl:16][C:17]1[N:22]=[C:21](Cl)[CH:20]=[CH:19][N:18]=1.N1C=CN=C1.[Si:29](Cl)([C:32]([CH3:35])([CH3:34])[CH3:33])([CH3:31])[CH3:30], predict the reaction product.